Dataset: Forward reaction prediction with 1.9M reactions from USPTO patents (1976-2016). Task: Predict the product of the given reaction. Given the reactants O[C:2]1([C:17]2[C:26]([OH:27])=[CH:25][C:20]3[N:21]=[C:22]([CH3:24])[S:23][C:19]=3[CH:18]=2)[C:10]2[C:5](=[CH:6][CH:7]=[CH:8][CH:9]=2)[N:4]([CH2:11][CH2:12][CH2:13][CH2:14][CH3:15])[C:3]1=[O:16], predict the reaction product. The product is: [OH:27][C:26]1[C:17]([CH:2]2[C:10]3[C:5](=[CH:6][CH:7]=[CH:8][CH:9]=3)[N:4]([CH2:11][CH2:12][CH2:13][CH2:14][CH3:15])[C:3]2=[O:16])=[CH:18][C:19]2[S:23][C:22]([CH3:24])=[N:21][C:20]=2[CH:25]=1.